Dataset: Forward reaction prediction with 1.9M reactions from USPTO patents (1976-2016). Task: Predict the product of the given reaction. (1) The product is: [CH3:19][O:18][C:11]1[CH:12]=[C:13]([O:16][CH3:17])[CH:14]=[CH:15][C:10]=1[C:8](=[O:9])[CH2:7][C:20]([O:21][CH3:22])=[O:23]. Given the reactants CC(C)([O-])C.[K+].[CH3:7][C:8]([C:10]1[CH:15]=[CH:14][C:13]([O:16][CH3:17])=[CH:12][C:11]=1[O:18][CH3:19])=[O:9].[C:20](=O)([O:23]C)[O:21][CH3:22].C(O)(=O)CC(CC(O)=O)(C(O)=O)O, predict the reaction product. (2) Given the reactants C(C1C=CC(CNC(=O)C(C2C(F)=CC=C(O)C=2F)OC)=CC=1)#N.[C:25]([C:27]1[CH:56]=[CH:55][C:30]([CH2:31][NH:32][C:33]([CH:35]([O:52][CH2:53]C)[C:36]2[C:37]([F:51])=[C:38]([O:43][S:44]([C:47]([F:50])([F:49])[F:48])(=[O:46])=[O:45])[CH:39]=[CH:40][C:41]=2[F:42])=[O:34])=[CH:29][CH:28]=1)#[N:26], predict the reaction product. The product is: [C:25]([C:27]1[CH:56]=[CH:55][C:30]([CH2:31][NH:32][C:33]([CH:35]([O:52][CH3:53])[C:36]2[C:37]([F:51])=[C:38]([O:43][S:44]([C:47]([F:49])([F:48])[F:50])(=[O:46])=[O:45])[CH:39]=[CH:40][C:41]=2[F:42])=[O:34])=[CH:29][CH:28]=1)#[N:26]. (3) Given the reactants [NH2:1][C:2]1([C:15](=[O:53])[NH:16][CH2:17][CH2:18][CH2:19][N:20]2[C:28]3[C:23](=[C:24]([CH2:29][N:30]4[CH2:35][CH2:34][N:33]([CH2:36][CH2:37][O:38][C:39]5[CH:44]=[CH:43][C:42]([Cl:45])=[CH:41][CH:40]=5)[CH2:32][CH2:31]4)[CH:25]=[CH:26][CH:27]=3)[C:22]([C:46]3[CH:51]=[CH:50][CH:49]=[C:48]([F:52])[CH:47]=3)=[CH:21]2)[CH2:7][CH2:6][N:5](C(OC(C)(C)C)=O)[CH2:4][CH2:3]1.[Cl:54][C:55]1[CH:56]=[CH:57][C:58]([O:63][CH2:64][C:65]2[CH:70]=[CH:69][C:68]([O:71][C:72]([F:75])([F:74])[F:73])=[CH:67][CH:66]=2)=[C:59]([CH:62]=1)[CH:60]=O.[O-]S([O-])(=O)=O.[Mg+2].C(O[BH-](OC(=O)C)OC(=O)C)(=O)C.[Na+], predict the reaction product. The product is: [Cl:54][C:55]1[CH:56]=[CH:57][C:58]([O:63][CH2:64][C:65]2[CH:70]=[CH:69][C:68]([O:71][C:72]([F:75])([F:74])[F:73])=[CH:67][CH:66]=2)=[C:59]([CH:62]=1)[CH2:60][NH:1][C:2]1([C:15]([NH:16][CH2:17][CH2:18][CH2:19][N:20]2[C:28]3[C:23](=[C:24]([CH2:29][N:30]4[CH2:31][CH2:32][N:33]([CH2:36][CH2:37][O:38][C:39]5[CH:40]=[CH:41][C:42]([Cl:45])=[CH:43][CH:44]=5)[CH2:34][CH2:35]4)[CH:25]=[CH:26][CH:27]=3)[C:22]([C:46]3[CH:51]=[CH:50][CH:49]=[C:48]([F:52])[CH:47]=3)=[CH:21]2)=[O:53])[CH2:3][CH2:4][NH:5][CH2:6][CH2:7]1.